Dataset: Reaction yield outcomes from USPTO patents with 853,638 reactions. Task: Predict the reaction yield, written as a fraction of the theoretical maximum amount of product (1.0 means a 100% yield; for example, 0.34 means a 34% yield). (1) The reactants are [C:1]([O:5][C:6]([C:8]1[O:9][C:10]2[CH:17]=[CH:16][CH:15]=[C:14]([OH:18])[C:11]=2[C:12]=1[CH3:13])=[O:7])([CH3:4])([CH3:3])[CH3:2].[I:19]N1C(=O)CCC1=O. The catalyst is C(Cl)(Cl)(Cl)Cl. The product is [C:1]([O:5][C:6]([C:8]1[O:9][C:10]2[CH:17]=[CH:16][C:15]([I:19])=[C:14]([OH:18])[C:11]=2[C:12]=1[CH3:13])=[O:7])([CH3:4])([CH3:2])[CH3:3]. The yield is 0.380. (2) The reactants are [Br:1][C:2]1[CH:7]=[CH:6][C:5]([CH2:8][CH2:9][C:10]#[CH:11])=[CH:4][CH:3]=1.[CH2:12]([N:19]=[N+:20]=[N-:21])[C:13]1[CH:18]=[CH:17][CH:16]=[CH:15][CH:14]=1. The catalyst is C(O)(C)(C)C.O.O.O.O.O.O.S([O-])([O-])(=O)=O.[Cu+2]. The product is [CH2:12]([N:19]1[CH:11]=[C:10]([CH2:9][CH2:8][C:5]2[CH:6]=[CH:7][C:2]([Br:1])=[CH:3][CH:4]=2)[N:21]=[N:20]1)[C:13]1[CH:18]=[CH:17][CH:16]=[CH:15][CH:14]=1. The yield is 0.410.